This data is from Experimentally validated miRNA-target interactions with 360,000+ pairs, plus equal number of negative samples. The task is: Binary Classification. Given a miRNA mature sequence and a target amino acid sequence, predict their likelihood of interaction. (1) The miRNA is mmu-miR-453 with sequence AGGUUGCCUCAUAGUGAGCUUGCA. The protein sequence of the target gene is MMTAESRETTGLSPQAAQEKDGIVIVKVEEEDEEDHMWGQDSSLQETPPPDPEVFRQRFRRFCYQNTFGPREALNRLKELCHQWLRPEVNSKEQILELLVLEQFLSILPKELQVWLQEYRPDSGEEAVTLLEDLELDLSGQQVPGQVHGPEMLARGVVPLDPVQESSSFDHHETAQSHFKHSSRKPRLLSRALPATHVPAPHHEGNPRDQAMASALLTADSQAMVKIEDMAVSLILEEWGCQNLARRNLNRDSRQMNLGNVFSQGSENRNGNESTSKAEVKEDSTSHGEIAGRFQKEFGE.... Result: 0 (no interaction). (2) The miRNA is hsa-miR-4272 with sequence CAUUCAACUAGUGAUUGU. The protein sequence of the target gene is MRSPVRDLARNDGEESTDRTPLLPGAPRAEAAPVCCSARYNLAILAFFGFFIVYALRVNLSVALVDMVDSNTTLEDNRTSKACPEHSAPIKVHHNQTGKKYQWDAETQGWILGSFFYGYIITQIPGGYVASKIGGKMLLGFGILGTAVLTLFTPIAADLGVGPLIVLRALEGLGEGVTFPAMHAMWSSWAPPLERSKLLSISYAGAQLGTVISLPLSGIICYYMNWTYVFYFFGTIGIFWFLLWIWLVSDTPQKHKRISHYEKEYILSSLRNQLSSQKSVPWVPILKSLPLWAIVVAHFS.... Result: 0 (no interaction).